The task is: Predict the reactants needed to synthesize the given product.. This data is from Full USPTO retrosynthesis dataset with 1.9M reactions from patents (1976-2016). (1) Given the product [F:1][C:2]1[CH:7]=[CH:6][C:5]([CH:8]2[CH2:12][N:11]([S:13]([C:16]3[N:17]=[CH:18][N:19]([CH3:21])[CH:20]=3)(=[O:15])=[O:14])[CH2:10][C:9]2=[O:22])=[CH:4][CH:3]=1, predict the reactants needed to synthesize it. The reactants are: [F:1][C:2]1[CH:7]=[CH:6][C:5]([C@@H:8]2[CH2:12][N:11]([S:13]([C:16]3[N:17]=[CH:18][N:19]([CH3:21])[CH:20]=3)(=[O:15])=[O:14])[CH2:10][C@H:9]2[OH:22])=[CH:4][CH:3]=1.CC(OI1(OC(C)=O)(OC(C)=O)OC(=O)C2C=CC=CC1=2)=O. (2) Given the product [Cl:1][C:2]1[CH:3]=[N:4][C:5]2[N:6]([N:8]=[C:9]([C:11]([N:27]3[CH2:26][CH2:25][N:24]4[C:20]([C:15]5[CH:16]=[CH:17][CH:18]=[CH:19][N:14]=5)=[N:21][N:22]=[C:23]4[CH2:28]3)=[O:13])[CH:10]=2)[CH:7]=1, predict the reactants needed to synthesize it. The reactants are: [Cl:1][C:2]1[CH:3]=[N:4][C:5]2[N:6]([N:8]=[C:9]([C:11]([OH:13])=O)[CH:10]=2)[CH:7]=1.[N:14]1[CH:19]=[CH:18][CH:17]=[CH:16][C:15]=1[C:20]1[N:24]2[CH2:25][CH2:26][NH:27][CH2:28][C:23]2=[N:22][N:21]=1. (3) Given the product [F:24][C:21]1[CH:22]=[CH:23][C:18]([O:17][C:3]2[C:2]([C:33]3[CH:34]=[N:35][N:36]([CH:38]4[CH2:43][CH2:42][N:41]([CH3:44])[CH2:40][CH2:39]4)[CH:37]=3)=[CH:11][CH:10]=[C:9]3[C:4]=2[CH2:5][CH2:6][C@H:7]([CH3:16])[N:8]3[C:12]([O:14][CH3:15])=[O:13])=[CH:19][CH:20]=1, predict the reactants needed to synthesize it. The reactants are: Br[C:2]1[C:3]([O:17][C:18]2[CH:23]=[CH:22][C:21]([F:24])=[CH:20][CH:19]=2)=[C:4]2[C:9](=[CH:10][CH:11]=1)[N:8]([C:12]([O:14][CH3:15])=[O:13])[C@@H:7]([CH3:16])[CH2:6][CH2:5]2.CC1(C)C(C)(C)OB([C:33]2[CH:34]=[N:35][N:36]([CH:38]3[CH2:43][CH2:42][N:41]([C:44](OC(C)(C)C)=O)[CH2:40][CH2:39]3)[CH:37]=2)O1. (4) Given the product [OH:4][CH2:3][CH2:2][CH2:1][O:5][C:13]1[CH:14]=[CH:15][CH:16]=[C:9]([N+:6]([O-:8])=[O:7])[C:10]=1[C:11]#[N:12], predict the reactants needed to synthesize it. The reactants are: [CH2:1]([OH:5])[CH2:2][CH2:3][OH:4].[N+:6]([C:9]1[CH:16]=[CH:15][CH:14]=[C:13]([N+]([O-])=O)[C:10]=1[C:11]#[N:12])([O-:8])=[O:7].